From a dataset of Reaction yield outcomes from USPTO patents with 853,638 reactions. Predict the reaction yield, written as a fraction of the theoretical maximum amount of product (1.0 means a 100% yield; for example, 0.34 means a 34% yield). (1) The reactants are Br.[Cl:2][C:3]1[CH:4]=[C:5]([C:11]([C:13]2[CH:18]=[CH:17][C:16]([CH3:19])=[C:15]([O:20]C)[N:14]=2)=[O:12])[CH:6]=[CH:7][C:8]=1[S:9][CH3:10].C(=O)(O)[O-].[Na+]. The catalyst is C(#N)C. The product is [Cl:2][C:3]1[CH:4]=[C:5]([CH:6]=[CH:7][C:8]=1[S:9][CH3:10])[C:11]([C:13]1[NH:14][C:15](=[O:20])[C:16]([CH3:19])=[CH:17][CH:18]=1)=[O:12]. The yield is 0.950. (2) The reactants are Br[CH2:2][C:3]1[CH:8]=[CH:7][C:6]([S:9]([N:12]([C:17]2[CH:22]=[CH:21][C:20]([CH3:23])=[CH:19][C:18]=2[CH3:24])[CH2:13][CH:14]([CH3:16])[CH3:15])(=[O:11])=[O:10])=[CH:5][CH:4]=1.[H-].[Na+].[CH3:27][OH:28]. The catalyst is CC1CCCO1. The product is [CH3:24][C:18]1[CH:19]=[C:20]([CH3:23])[CH:21]=[CH:22][C:17]=1[N:12]([CH2:13][CH:14]([CH3:16])[CH3:15])[S:9]([C:6]1[CH:7]=[CH:8][C:3]([CH2:2][O:28][C:27]2[CH:18]=[CH:17][N:12]=[CH:13][CH:14]=2)=[CH:4][CH:5]=1)(=[O:11])=[O:10]. The yield is 0.100. (3) The reactants are [NH2:1][C:2]1[CH:13]=[CH:12][C:11]([Cl:14])=[CH:10][C:3]=1[C:4]([N:6]([O:8][CH3:9])[CH3:7])=[O:5].O.C1(C)C=CC(S(O)(=O)=O)=CC=1.[CH3:27][O:28][C:29]1[CH:36]=[CH:35][C:32]([CH2:33]O)=[CH:31][CH:30]=1. The catalyst is C(#N)C. The product is [Cl:14][C:11]1[CH:12]=[CH:13][C:2]([NH:1][CH2:33][C:32]2[CH:35]=[CH:36][C:29]([O:28][CH3:27])=[CH:30][CH:31]=2)=[C:3]([CH:10]=1)[C:4]([N:6]([O:8][CH3:9])[CH3:7])=[O:5]. The yield is 0.750. (4) The reactants are [Br:1][C:2]1[CH:3]=[C:4]([C:8]2[O:12][N:11]=[C:10]([C:13]([O:15][CH2:16][CH3:17])=[O:14])[C:9]=2[N+:18]([O-])=O)[CH:5]=[CH:6][CH:7]=1.[Cl-].[NH4+]. The catalyst is CCO.O.[Fe]. The product is [NH2:18][C:9]1[C:10]([C:13]([O:15][CH2:16][CH3:17])=[O:14])=[N:11][O:12][C:8]=1[C:4]1[CH:5]=[CH:6][CH:7]=[C:2]([Br:1])[CH:3]=1. The yield is 0.170. (5) The reactants are [O:1]1[CH2:5][CH2:4][O:3][C:2]1([CH2:8][OH:9])[CH2:6][OH:7].[C:10]([CH2:14][C:15]([O:17][CH3:18])=[O:16])(=O)[CH2:11][CH3:12].C(OCC)(OCC)OCC.C(=O)([O-])O.[Na+]. The catalyst is O.C1(C)C=CC(S(O)(=O)=O)=CC=1.C(OCC)(=O)C. The product is [CH2:11]([C:10]1([CH2:14][C:15]([O:17][CH3:18])=[O:16])[O:9][CH2:8][C:2]2([O:3][CH2:4][CH2:5][O:1]2)[CH2:6][O:7]1)[CH3:12]. The yield is 0.358. (6) The reactants are C([C@@:8]([NH2:34])([CH2:26][C:27]1[CH:32]=[CH:31][C:30]([Cl:33])=[CH:29][CH:28]=1)[C:9]([N:11]1[CH2:16][CH2:15][N:14]([C:17]2[C:18]3[CH:25]=[CH:24][NH:23][C:19]=3[N:20]=[CH:21][N:22]=2)[CH2:13][CH2:12]1)=[O:10])(OC(C)(C)C)=O.[ClH:35].O1CCOCC1. The catalyst is O1CCOCC1. The product is [ClH:33].[ClH:35].[NH2:34][C@H:8]([CH2:26][C:27]1[CH:32]=[CH:31][C:30]([Cl:33])=[CH:29][CH:28]=1)[C:9]([N:11]1[CH2:16][CH2:15][N:14]([C:17]2[C:18]3[CH:25]=[CH:24][NH:23][C:19]=3[N:20]=[CH:21][N:22]=2)[CH2:13][CH2:12]1)=[O:10]. The yield is 0.380. (7) The reactants are [NH2:1][C:2]1[N:7]=[C:6]([C:8]([OH:10])=O)[CH:5]=[C:4]([C:11]2[O:12][CH:13]=[CH:14][CH:15]=2)[N:3]=1.[CH3:16][C:17]1[C:18]([CH2:23][NH2:24])=[N:19][CH:20]=[CH:21][CH:22]=1. The catalyst is CN(C=O)C. The product is [NH2:1][C:2]1[N:7]=[C:6]([C:8]([NH:24][CH2:23][C:18]2[C:17]([CH3:16])=[CH:22][CH:21]=[CH:20][N:19]=2)=[O:10])[CH:5]=[C:4]([C:11]2[O:12][CH:13]=[CH:14][CH:15]=2)[N:3]=1. The yield is 0.350. (8) The product is [CH:2]([N:14]1[C:15]([C:17]([O:19][CH2:20][CH3:21])=[O:18])=[CH:16][C:12]([C:8]2[S:7][CH:11]=[CH:10][CH:9]=2)=[N:13]1)([CH3:3])[CH3:1]. The reactants are [CH3:1][C:2](C)([O-])[CH3:3].[K+].[S:7]1[CH:11]=[CH:10][CH:9]=[C:8]1[C:12]1[CH:16]=[C:15]([C:17]([O:19][CH2:20][CH3:21])=[O:18])[NH:14][N:13]=1.IC(C)C.[NH4+].[Cl-]. The catalyst is CS(C)=O. The yield is 0.730. (9) The reactants are [CH3:1][C:2]1[CH:11]=[CH:10][C:9]2[C:4](=[C:5]([OH:12])[CH:6]=[CH:7][CH:8]=2)[N:3]=1.[C:13]([O:16][CH2:17][CH2:18]Br)(=[O:15])[CH3:14].C(=O)([O-])[O-].[K+].[K+].CC(C)=O. The catalyst is O. The product is [C:13]([O:16][CH2:17][CH2:18][O:12][C:5]1[CH:6]=[CH:7][CH:8]=[C:9]2[C:4]=1[N:3]=[C:2]([CH3:1])[CH:11]=[CH:10]2)(=[O:15])[CH3:14]. The yield is 0.630. (10) The reactants are ClC1C=C(C=CC=1)C(OO)=[O:6].F[C:13]1[CH:14]=[CH:15][C:16]([O:22][CH2:23][C@H:24]2[CH2:26][O:25]2)=[C:17](C(=O)C)[CH:18]=1.[OH-].[Na+].[C:29]1([CH3:39])[CH:34]=[CH:33][C:32]([S:35](Cl)(=[O:37])=[O:36])=[CH:31][CH:30]=1.Cl. The catalyst is ClCCl.N1C=CC=CC=1. The product is [O:6]1[C:17]2[CH:18]=[CH:13][CH:14]=[CH:15][C:16]=2[O:22][CH2:23][C@@H:24]1[CH2:26][O:25][S:35]([C:32]1[CH:33]=[CH:34][C:29]([CH3:39])=[CH:30][CH:31]=1)(=[O:37])=[O:36]. The yield is 0.630.